From a dataset of Full USPTO retrosynthesis dataset with 1.9M reactions from patents (1976-2016). Predict the reactants needed to synthesize the given product. (1) Given the product [Br:1][C:2]1[CH:10]=[CH:9][C:5]([C:6]([Cl:22])=[O:7])=[CH:4][C:3]=1[CH:11]([Br:13])[Br:12], predict the reactants needed to synthesize it. The reactants are: [Br:1][C:2]1[CH:10]=[CH:9][C:5]([C:6](O)=[O:7])=[CH:4][C:3]=1[CH:11]([Br:13])[Br:12].CN(C=O)C.C(Cl)(=O)C([Cl:22])=O. (2) Given the product [CH:28]([N:16]([CH2:15][CH3:14])[CH:17]([CH3:18])[CH3:20])([CH3:29])[CH3:27], predict the reactants needed to synthesize it. The reactants are: ClC1N2N=C(C)C=C2N=C(NC(=O)[C:14]2C=[CH:18][C:17]([C:20](O)(C)C)=[N:16][CH:15]=2)C=1.CN1C(=O)[CH2:29][CH2:28][CH2:27]1. (3) Given the product [CH:18]1([S:24]([C:27]2[CH:34]=[CH:33][CH:32]=[CH:31][C:28]=2[CH2:29][C:8]2[C:9]3[C:14](=[CH:13][CH:12]=[C:11]([F:15])[CH:10]=3)[N:6]([CH2:5][C:4]([O:3][CH2:1][CH3:2])=[O:17])[C:7]=2[CH3:16])(=[O:25])=[O:26])[CH2:19][CH2:20][CH2:21][CH2:22][CH2:23]1, predict the reactants needed to synthesize it. The reactants are: [CH2:1]([O:3][C:4](=[O:17])[CH2:5][N:6]1[C:14]2[C:9](=[CH:10][C:11]([F:15])=[CH:12][CH:13]=2)[CH:8]=[C:7]1[CH3:16])[CH3:2].[CH:18]1([S:24]([C:27]2[CH:34]=[CH:33][CH:32]=[CH:31][C:28]=2[CH:29]=O)(=[O:26])=[O:25])[CH2:23][CH2:22][CH2:21][CH2:20][CH2:19]1.C([SiH](CC)CC)C.C(O)(C(F)(F)F)=O.C([O-])(O)=O.[Na+]. (4) Given the product [CH2:2]([O:3][C:4]([C:6]1[NH:7][C:8]2[C:13]([CH:14]=1)=[CH:12][C:11]([C:15]([N:49]1[CH2:50][CH2:51][CH:46]([N:40]3[CH2:45][CH2:44][CH2:43][CH2:42][CH2:41]3)[CH2:47][CH2:48]1)=[O:17])=[CH:10][CH:9]=2)=[O:5])[CH3:1], predict the reactants needed to synthesize it. The reactants are: [CH3:1][CH2:2][O:3][C:4]([C:6]1[NH:7][C:8]2[C:13]([CH:14]=1)=[CH:12][C:11]([C:15]([OH:17])=O)=[CH:10][CH:9]=2)=[O:5].F[B-](F)(F)F.N1(OC(N(C)C)=[N+](C)C)C2C=CC=CC=2N=N1.[N:40]1([CH:46]2[CH2:51][CH2:50][NH:49][CH2:48][CH2:47]2)[CH2:45][CH2:44][CH2:43][CH2:42][CH2:41]1.C(N(CC)C(C)C)(C)C. (5) Given the product [S:15]1[CH:19]=[CH:18][CH:17]=[C:16]1[CH2:20][CH2:22][NH:24][C:12]([C:4]12[CH2:5][CH:6]3[CH2:7][CH:8]([CH2:9][C:2]([OH:1])([CH2:11]3)[CH2:3]1)[CH2:10]2)=[O:14], predict the reactants needed to synthesize it. The reactants are: [OH:1][C:2]12[CH2:11][CH:6]3[CH2:7][CH:8]([CH2:10][C:4]([C:12]([OH:14])=O)([CH2:5]3)[CH2:3]1)[CH2:9]2.[S:15]1[CH:19]=[CH:18][CH:17]=[C:16]1[CH2:20]N.[CH2:22]([N:24](CC)CC)C.CCN=C=NCCCN(C)C. (6) Given the product [CH3:12][N:13]([CH3:17])[CH2:14][CH2:15][NH:16][CH2:7][C:6]1[CH:9]=[CH:10][CH:11]=[C:4]([N+:1]([O-:3])=[O:2])[CH:5]=1, predict the reactants needed to synthesize it. The reactants are: [N+:1]([C:4]1[CH:5]=[C:6]([CH:9]=[CH:10][CH:11]=1)[CH:7]=O)([O-:3])=[O:2].[CH3:12][N:13]([CH3:17])[CH2:14][CH2:15][NH2:16].C([BH3-])#N.[Na+]. (7) Given the product [O:51]1[C:60]2[C:55](=[CH:56][CH:57]=[CH:58][CH:59]=2)[CH2:54][CH:53]([NH:61][C:18]([C:17]2[CH:21]=[CH:22][C:14]([O:13][C:12]3[CH:11]=[C:10]4[C:5]([CH:6]([C:23]([O:25][CH3:26])=[O:24])[CH2:7][CH2:8][O:9]4)=[CH:4][C:3]=3[C:1]#[N:2])=[CH:15][CH:16]=2)=[O:20])[CH2:52]1, predict the reactants needed to synthesize it. The reactants are: [C:1]([C:3]1[CH:4]=[C:5]2[C:10](=[CH:11][C:12]=1[O:13][C:14]1[CH:22]=[CH:21][C:17]([C:18]([OH:20])=O)=[CH:16][CH:15]=1)[O:9][CH2:8][CH2:7][CH:6]2[C:23]([O:25][CH3:26])=[O:24])#[N:2].Cl.CN(C)CCCN=C=NCC.O.ON1C2C=CC=CC=2N=N1.Cl.[O:51]1[C:60]2[C:55](=[CH:56][CH:57]=[CH:58][CH:59]=2)[CH2:54][CH:53]([NH2:61])[CH2:52]1.C(N(CC)CC)C. (8) Given the product [CH3:31][C:28]([CH3:32])([CH2:27][CH2:26][CH2:25][CH2:24][O:22][C:12]1[CH:11]=[C:10]([C:5]2[CH:6]=[CH:7][C:8]3[O:9][CH2:1][O:2][C:3]=3[CH:4]=2)[CH:15]=[C:14]([C:16]2[CH:21]=[CH:20][CH:19]=[CH:18][CH:17]=2)[N:13]=1)[C:29]#[N:30], predict the reactants needed to synthesize it. The reactants are: [CH2:1]1[O:9][C:8]2[CH:7]=[CH:6][C:5]([C:10]3[CH:15]=[C:14]([C:16]4[CH:21]=[CH:20][CH:19]=[CH:18][CH:17]=4)[NH:13][C:12](=[O:22])[CH:11]=3)=[CH:4][C:3]=2[O:2]1.Br[CH2:24][CH2:25][CH2:26][CH2:27][C:28]([CH3:32])([CH3:31])[C:29]#[N:30]. (9) Given the product [OH:7][CH2:6][C@H:2]1[N:1]([C:10]([O:12][C:13]([CH3:16])([CH3:15])[CH3:14])=[O:11])[CH2:5][C@@H:36]2[O:31][C:33]([CH3:32])([CH3:17])[O:34][C@H:35]12, predict the reactants needed to synthesize it. The reactants are: [N:1]1([C:10]([O:12][C:13]([CH3:16])([CH3:15])[CH3:14])=[O:11])[CH2:5]C=C[C@H:2]1[C:6](OC)=[O:7].[CH3:17][N+]1([O-])CCOCC1.[H-].[H-].[H-].[H-].[Li+].[Al+3].[O:31]1[CH2:36][CH2:35][O:34][CH2:33][CH2:32]1.O. (10) Given the product [CH:8]1[C:17]2[C:12](=[CH:13][CH:14]=[CH:15][CH:16]=2)[CH:11]=[CH:10][C:9]=1[O:18][CH2:19][CH2:20][NH2:21], predict the reactants needed to synthesize it. The reactants are: O.[OH-].[Ba+2].[OH-].C(O)C.[CH:8]1[C:17]2[C:12](=[CH:13][CH:14]=[CH:15][CH:16]=2)[CH:11]=[CH:10][C:9]=1[O:18][CH2:19][CH2:20][NH:21]C(=O)C.